From a dataset of Forward reaction prediction with 1.9M reactions from USPTO patents (1976-2016). Predict the product of the given reaction. Given the reactants [F:1][C:2]([F:12])([F:11])[C:3](=O)[CH2:4][C:5]([O:7][CH2:8][CH3:9])=[O:6].BrBr.[N:15]1[CH:20]=[CH:19][CH:18]=[CH:17][C:16]=1[NH2:21], predict the reaction product. The product is: [F:1][C:2]([F:12])([F:11])[C:3]1[N:21]=[C:16]2[CH:17]=[CH:18][CH:19]=[CH:20][N:15]2[C:4]=1[C:5]([O:7][CH2:8][CH3:9])=[O:6].